Dataset: Reaction yield outcomes from USPTO patents with 853,638 reactions. Task: Predict the reaction yield, written as a fraction of the theoretical maximum amount of product (1.0 means a 100% yield; for example, 0.34 means a 34% yield). (1) The reactants are Cl[C:2]1[C:7]([N+:8]([O-:10])=[O:9])=[CH:6][C:5]([F:11])=[CH:4][N:3]=1.C(=O)([O-])[O-].[Na+].[Na+].CN(C)C=O.[CH2:23]1[C:32]2[C:27](=[CH:28][CH:29]=[CH:30][CH:31]=2)[CH2:26][CH2:25][NH:24]1. The catalyst is O. The product is [F:11][C:5]1[CH:6]=[C:7]([N+:8]([O-:10])=[O:9])[C:2]([N:24]2[CH2:25][CH2:26][C:27]3[C:32](=[CH:31][CH:30]=[CH:29][CH:28]=3)[CH2:23]2)=[N:3][CH:4]=1. The yield is 0.860. (2) The yield is 0.950. The catalyst is [O-2].[O-2].[Mn+4].O1CCCC1. The product is [CH2:1]([N:8]1[CH:12]=[C:11]([CH:13]=[O:14])[C:10]([O:15][CH2:16][C:17]2[CH:22]=[CH:21][C:20]([O:23][CH2:24][C:25]3[N:26]=[C:27]([C:31]4[O:32][CH:33]=[CH:34][CH:35]=4)[O:28][C:29]=3[CH3:30])=[C:19]([C:36]3[CH:37]=[CH:38][CH:39]=[CH:40][CH:41]=3)[CH:18]=2)=[N:9]1)[C:2]1[CH:7]=[CH:6][CH:5]=[CH:4][CH:3]=1. The reactants are [CH2:1]([N:8]1[CH:12]=[C:11]([CH2:13][OH:14])[C:10]([O:15][CH2:16][C:17]2[CH:22]=[CH:21][C:20]([O:23][CH2:24][C:25]3[N:26]=[C:27]([C:31]4[O:32][CH:33]=[CH:34][CH:35]=4)[O:28][C:29]=3[CH3:30])=[C:19]([C:36]3[CH:41]=[CH:40][CH:39]=[CH:38][CH:37]=3)[CH:18]=2)=[N:9]1)[C:2]1[CH:7]=[CH:6][CH:5]=[CH:4][CH:3]=1. (3) The reactants are [Br:1]Br.[F:3][C:4]1[CH:5]=[C:6]([C:12]2[CH:16]=[C:15]([NH:17][C:18]([C@@H:20]3[CH2:22][C@H:21]3[CH3:23])=[O:19])[S:14][N:13]=2)[CH:7]=[CH:8][C:9]=1[O:10][CH3:11].[O-]S([O-])(=S)=O.[Na+].[Na+]. The catalyst is ClCCl.CCOC(C)=O. The product is [Br:1][C:16]1[C:12]([C:6]2[CH:7]=[CH:8][C:9]([O:10][CH3:11])=[C:4]([F:3])[CH:5]=2)=[N:13][S:14][C:15]=1[NH:17][C:18]([C@@H:20]1[CH2:22][C@H:21]1[CH3:23])=[O:19]. The yield is 0.971.